From a dataset of Reaction yield outcomes from USPTO patents with 853,638 reactions. Predict the reaction yield, written as a fraction of the theoretical maximum amount of product (1.0 means a 100% yield; for example, 0.34 means a 34% yield). (1) The reactants are [Cl:1][C:2]1[CH:31]=[CH:30][C:5]([CH2:6][N:7]([CH2:28][CH3:29])[C:8](=[O:27])[CH2:9][O:10][C:11]2[CH:16]=[CH:15][C:14]([CH2:17][C@H:18]([O:24][CH2:25][CH3:26])[C:19]([O:21]CC)=[O:20])=[CH:13][CH:12]=2)=[CH:4][CH:3]=1.[Li+].[OH-].Cl. The catalyst is C1COCC1. The product is [Cl:1][C:2]1[CH:3]=[CH:4][C:5]([CH2:6][N:7]([CH2:28][CH3:29])[C:8](=[O:27])[CH2:9][O:10][C:11]2[CH:16]=[CH:15][C:14]([CH2:17][C@H:18]([O:24][CH2:25][CH3:26])[C:19]([OH:21])=[O:20])=[CH:13][CH:12]=2)=[CH:30][CH:31]=1. The yield is 0.610. (2) The reactants are Cl[C:2]1[N:7]=[C:6]([C:8]2[O:9][CH:10]=[CH:11][CH:12]=2)[N:5]=[C:4]([NH:13][C:14](=[O:17])[CH2:15][CH3:16])[CH:3]=1.[N:18]1[CH:23]=[CH:22][CH:21]=[C:20](B(O)O)[CH:19]=1.C(=O)([O-])[O-].[K+].[K+].O. The catalyst is COCCOC.C1C=CC([P]([Pd]([P](C2C=CC=CC=2)(C2C=CC=CC=2)C2C=CC=CC=2)([P](C2C=CC=CC=2)(C2C=CC=CC=2)C2C=CC=CC=2)[P](C2C=CC=CC=2)(C2C=CC=CC=2)C2C=CC=CC=2)(C2C=CC=CC=2)C2C=CC=CC=2)=CC=1. The product is [O:9]1[CH:10]=[CH:11][CH:12]=[C:8]1[C:6]1[N:5]=[C:4]([NH:13][C:14](=[O:17])[CH2:15][CH3:16])[CH:3]=[C:2]([C:20]2[CH:19]=[N:18][CH:23]=[CH:22][CH:21]=2)[N:7]=1. The yield is 0.210. (3) The reactants are [F:1][C:2]1[CH:3]=[C:4]([N+:12]([O-:14])=[O:13])[CH:5]=[C:6]2[C:11]=1[NH:10][CH2:9][CH2:8][CH2:7]2.[H-].[Na+].Cl.Cl[CH2:19][CH2:20][N:21]([CH3:23])[CH3:22].ClCCl. The catalyst is CN(C)C=O.O. The product is [F:1][C:2]1[CH:3]=[C:4]([N+:12]([O-:14])=[O:13])[CH:5]=[C:6]2[C:11]=1[N:10]([CH2:19][CH2:20][N:21]([CH3:23])[CH3:22])[CH2:9][CH2:8][CH2:7]2. The yield is 0.563.